Dataset: NCI-60 drug combinations with 297,098 pairs across 59 cell lines. Task: Regression. Given two drug SMILES strings and cell line genomic features, predict the synergy score measuring deviation from expected non-interaction effect. (1) Synergy scores: CSS=3.59, Synergy_ZIP=-2.09, Synergy_Bliss=-1.23, Synergy_Loewe=-0.709, Synergy_HSA=-0.987. Cell line: MALME-3M. Drug 1: CCC(=C(C1=CC=CC=C1)C2=CC=C(C=C2)OCCN(C)C)C3=CC=CC=C3.C(C(=O)O)C(CC(=O)O)(C(=O)O)O. Drug 2: C1=CC=C(C(=C1)C(C2=CC=C(C=C2)Cl)C(Cl)Cl)Cl. (2) Drug 2: C(CCl)NC(=O)N(CCCl)N=O. Cell line: OVCAR-5. Drug 1: C1=NC(=NC(=O)N1C2C(C(C(O2)CO)O)O)N. Synergy scores: CSS=19.8, Synergy_ZIP=-3.30, Synergy_Bliss=3.02, Synergy_Loewe=-12.7, Synergy_HSA=2.61. (3) Drug 1: C1=C(C(=O)NC(=O)N1)N(CCCl)CCCl. Drug 2: C(CN)CNCCSP(=O)(O)O. Cell line: DU-145. Synergy scores: CSS=20.4, Synergy_ZIP=0.366, Synergy_Bliss=-0.126, Synergy_Loewe=-22.3, Synergy_HSA=-0.0418. (4) Drug 1: CC12CCC(CC1=CCC3C2CCC4(C3CC=C4C5=CN=CC=C5)C)O. Drug 2: C1CCC(C1)C(CC#N)N2C=C(C=N2)C3=C4C=CNC4=NC=N3. Cell line: COLO 205. Synergy scores: CSS=-9.11, Synergy_ZIP=6.12, Synergy_Bliss=2.99, Synergy_Loewe=-8.56, Synergy_HSA=-6.49. (5) Drug 1: C1=NC2=C(N=C(N=C2N1C3C(C(C(O3)CO)O)O)F)N. Drug 2: CCC1(CC2CC(C3=C(CCN(C2)C1)C4=CC=CC=C4N3)(C5=C(C=C6C(=C5)C78CCN9C7C(C=CC9)(C(C(C8N6C)(C(=O)OC)O)OC(=O)C)CC)OC)C(=O)OC)O.OS(=O)(=O)O. Cell line: 786-0. Synergy scores: CSS=-0.189, Synergy_ZIP=6.80, Synergy_Bliss=1.26, Synergy_Loewe=-0.595, Synergy_HSA=0.0768. (6) Drug 1: C1C(C(OC1N2C=C(C(=O)NC2=O)F)CO)O. Drug 2: CCC1(CC2CC(C3=C(CCN(C2)C1)C4=CC=CC=C4N3)(C5=C(C=C6C(=C5)C78CCN9C7C(C=CC9)(C(C(C8N6C)(C(=O)OC)O)OC(=O)C)CC)OC)C(=O)OC)O.OS(=O)(=O)O. Cell line: MDA-MB-435. Synergy scores: CSS=16.4, Synergy_ZIP=-10.4, Synergy_Bliss=-5.74, Synergy_Loewe=-3.26, Synergy_HSA=-3.12. (7) Drug 1: C1CNP(=O)(OC1)N(CCCl)CCCl. Drug 2: B(C(CC(C)C)NC(=O)C(CC1=CC=CC=C1)NC(=O)C2=NC=CN=C2)(O)O. Cell line: HS 578T. Synergy scores: CSS=13.5, Synergy_ZIP=-3.17, Synergy_Bliss=-5.25, Synergy_Loewe=-64.6, Synergy_HSA=-7.59.